This data is from Catalyst prediction with 721,799 reactions and 888 catalyst types from USPTO. The task is: Predict which catalyst facilitates the given reaction. (1) The catalyst class is: 338. Product: [N:43]1([C:52]([O:54][C:55]([CH3:58])([CH3:57])[CH3:56])=[O:53])[C:47](=[O:48])[CH2:46][CH2:45][C@H:44]1[C:49]([NH:1][C@H:2]([C:27]([NH:29][C@H:30]([C:36]([O:38][C:39]([CH3:42])([CH3:41])[CH3:40])=[O:37])[CH2:31][CH2:32][C:33](=[O:35])[NH2:34])=[O:28])[CH2:3][CH2:4][C:5](=[O:26])[NH:6][C:7]([C:14]1[CH:19]=[CH:18][CH:17]=[CH:16][CH:15]=1)([C:20]1[CH:21]=[CH:22][CH:23]=[CH:24][CH:25]=1)[C:8]1[CH:9]=[CH:10][CH:11]=[CH:12][CH:13]=1)=[O:50]. Reactant: [NH2:1][C@H:2]([C:27]([NH:29][C@H:30]([C:36]([O:38][C:39]([CH3:42])([CH3:41])[CH3:40])=[O:37])[CH2:31][CH2:32][C:33](=[O:35])[NH2:34])=[O:28])[CH2:3][CH2:4][C:5](=[O:26])[NH:6][C:7]([C:20]1[CH:25]=[CH:24][CH:23]=[CH:22][CH:21]=1)([C:14]1[CH:19]=[CH:18][CH:17]=[CH:16][CH:15]=1)[C:8]1[CH:13]=[CH:12][CH:11]=[CH:10][CH:9]=1.[N:43]1([C:52]([O:54][C:55]([CH3:58])([CH3:57])[CH3:56])=[O:53])[C:47](=[O:48])[CH2:46][CH2:45][C@H:44]1[C:49](O)=[O:50].C1C=CC2N(O)N=NC=2C=1.CCN=C=NCCCN(C)C.Cl. (2) Reactant: Br[C:2]1[CH:3]=[C:4]([C:8]2[CH:13]=[CH:12][CH:11]=[CH:10][CH:9]=2)[CH:5]=[CH:6][CH:7]=1.[I-:14].[Na+].CNC1CCCCC1NC. Product: [I:14][C:2]1[CH:3]=[C:4]([C:8]2[CH:13]=[CH:12][CH:11]=[CH:10][CH:9]=2)[CH:5]=[CH:6][CH:7]=1. The catalyst class is: 321. (3) Reactant: [N+:1]([C:4]1[CH:5]=[C:6]2[C:11](=[O:12])[NH:10][C:8](=[O:9])[C:7]2=[CH:13][CH:14]=1)([O-:3])=[O:2].C(O[I:19](C1C=CC=CC=1)OC(=O)C)(=O)C.II. Product: [I:19][N:10]1[C:11](=[O:12])[C:6]2=[CH:5][C:4]([N+:1]([O-:3])=[O:2])=[CH:14][CH:13]=[C:7]2[C:8]1=[O:9]. The catalyst class is: 23.